From a dataset of Full USPTO retrosynthesis dataset with 1.9M reactions from patents (1976-2016). Predict the reactants needed to synthesize the given product. (1) Given the product [O:17]1[CH:21]=[CH:20][CH:19]=[C:18]1[C:22]1[C:30]2[C:29](=[O:31])[NH:28][C:27]([C:32]([NH:96][CH2:95][C:91]3[CH:92]=[CH:93][CH:94]=[C:89]([O:88][CH2:87][CH2:86][O:85][C:82]4[N:83]=[CH:84][NH:80][N:81]=4)[CH:90]=3)=[O:34])=[N:26][C:25]=2[S:24][CH:23]=1, predict the reactants needed to synthesize it. The reactants are: O=C1C2C(=CC=CC=2)N=C(C(OCC)=O)N1.[O:17]1[CH:21]=[CH:20][CH:19]=[C:18]1[C:22]1[C:30]2[C:29](=[O:31])[NH:28][C:27]([C:32]([O:34]CC)=O)=[N:26][C:25]=2[S:24][CH:23]=1.C1(C(C2C=CC=CC=2)(C2C=CC=CC=2)N2C=NC(CCCOC3C=C(CN)C=CN=3)=N2)C=CC=CC=1.C1(C(C2C=CC=CC=2)(C2C=CC=CC=2)[N:80]2[CH:84]=[N:83][C:82]([O:85][CH2:86][CH2:87][O:88][C:89]3[CH:90]=[C:91]([CH2:95][NH2:96])[CH:92]=[CH:93][CH:94]=3)=[N:81]2)C=CC=CC=1. (2) The reactants are: [Cl:1][C:2]1[N:3]=[C:4]([N:11]2[CH2:16][CH2:15][O:14][CH2:13][CH2:12]2)[C:5]2[N:10]=[CH:9][S:8][C:6]=2[N:7]=1.C([N-]C(C)C)(C)C.[Li+].CN(C)[CH:27]=[O:28].C(Cl)Cl. Given the product [Cl:1][C:2]1[N:3]=[C:4]([N:11]2[CH2:12][CH2:13][O:14][CH2:15][CH2:16]2)[C:5]2[N:10]=[C:9]([CH:27]=[O:28])[S:8][C:6]=2[N:7]=1, predict the reactants needed to synthesize it. (3) Given the product [C:1]1([C@H:13]2[C@H:17]([C:18]3[C:26]4[C:21](=[CH:22][CH:23]=[C:24]([C:27]5[CH:32]=[CH:31][CH:30]=[CH:29][CH:28]=5)[CH:25]=4)[NH:20][CH:19]=3)[C:16](=[O:33])[NH:15][C:14]2=[O:34])[C:11]2=[C:12]3[C:7](=[CH:8][CH:9]=[CH:10]2)[CH2:6][CH2:5][CH2:4][N:3]3[CH:2]=1, predict the reactants needed to synthesize it. The reactants are: [C:1]1([C:13]2[C:14](=[O:34])[NH:15][C:16](=[O:33])[C:17]=2[C:18]2[C:26]3[C:21](=[CH:22][CH:23]=[C:24]([C:27]4[CH:32]=[CH:31][CH:30]=[CH:29][CH:28]=4)[CH:25]=3)[NH:20][CH:19]=2)[C:11]2=[C:12]3[C:7](=[CH:8][CH:9]=[CH:10]2)[CH2:6][CH2:5][CH2:4][N:3]3[CH:2]=1.